This data is from NCI-60 drug combinations with 297,098 pairs across 59 cell lines. The task is: Regression. Given two drug SMILES strings and cell line genomic features, predict the synergy score measuring deviation from expected non-interaction effect. Drug 1: CC1C(C(CC(O1)OC2CC(OC(C2O)C)OC3=CC4=CC5=C(C(=O)C(C(C5)C(C(=O)C(C(C)O)O)OC)OC6CC(C(C(O6)C)O)OC7CC(C(C(O7)C)O)OC8CC(C(C(O8)C)O)(C)O)C(=C4C(=C3C)O)O)O)O. Drug 2: CC1CCCC2(C(O2)CC(NC(=O)CC(C(C(=O)C(C1O)C)(C)C)O)C(=CC3=CSC(=N3)C)C)C. Cell line: BT-549. Synergy scores: CSS=70.8, Synergy_ZIP=2.73, Synergy_Bliss=2.24, Synergy_Loewe=2.18, Synergy_HSA=3.21.